Dataset: Full USPTO retrosynthesis dataset with 1.9M reactions from patents (1976-2016). Task: Predict the reactants needed to synthesize the given product. (1) Given the product [Cl:8][CH2:9][CH2:10][CH2:11][CH2:12][C:13](=[O:15])[CH2:3][C:4](=[O:7])[CH2:5][CH3:6], predict the reactants needed to synthesize it. The reactants are: [H-].[Na+].[CH3:3][C:4](=[O:7])[CH2:5][CH3:6].[Cl:8][CH2:9][CH2:10][CH2:11][CH2:12][C:13]([O:15]C)=O. (2) Given the product [Cl:42][C:37]1[C:36]2[O:47][CH:32]([CH3:31])[N:33]([CH3:45])[C:34](=[O:44])[C:35]=2[CH:40]=[CH:39][C:38]=1[O:1][C:2]1[CH:3]=[C:4]([CH:14]=[C:15]([O:17][C@H:18]([CH2:21][OH:22])[CH2:19][CH3:20])[CH:16]=1)[C:5]([NH:7][C:8]1[CH:12]=[CH:11][N:10]([CH3:13])[N:9]=1)=[O:6], predict the reactants needed to synthesize it. The reactants are: [OH:1][C:2]1[CH:3]=[C:4]([CH:14]=[C:15]([O:17][C@H:18]([CH2:21][OH:22])[CH2:19][CH3:20])[CH:16]=1)[C:5]([NH:7][C:8]1[CH:12]=[CH:11][N:10]([CH3:13])[N:9]=1)=[O:6].[Si](O[CH2:31][CH2:32][N:33]([CH3:45])[C:34](=[O:44])[C:35]1[CH:40]=[CH:39][C:38](F)=[C:37]([Cl:42])[C:36]=1F)(C(C)(C)C)(C)C.C(=O)([O-])[O-:47].[K+].[K+].O. (3) Given the product [Cl:47][C:35]1[C:36]([F:46])=[C:37]([CH2:40][C:41]([O:43][CH2:44][CH3:45])=[O:42])[CH:38]=[CH:39][C:34]=1[NH:33][C:4]([C:3]1[CH:7]=[C:8]([O:11][CH2:12][C:13]2[CH:18]=[CH:17][CH:16]=[C:15]([Cl:19])[CH:14]=2)[CH:9]=[CH:10][C:2]=1[Cl:1])=[O:6], predict the reactants needed to synthesize it. The reactants are: [Cl:1][C:2]1[CH:10]=[CH:9][C:8]([O:11][CH2:12][C:13]2[CH:18]=[CH:17][CH:16]=[C:15]([Cl:19])[CH:14]=2)=[CH:7][C:3]=1[C:4]([OH:6])=O.C(Cl)(=O)C(Cl)=O.C(N(CC)CC)C.[NH2:33][C:34]1[CH:39]=[CH:38][C:37]([CH2:40][C:41]([O:43][CH2:44][CH3:45])=[O:42])=[C:36]([F:46])[C:35]=1[Cl:47]. (4) Given the product [F:1][C:2]1[CH:3]=[CH:4][C:5]([C@H:8]2[CH2:13][CH2:12][CH2:11][CH2:10][C@H:9]2[C:14]2[CH:19]=[CH:18][N:17]=[C:16]([NH2:20])[CH:15]=2)=[CH:6][CH:7]=1, predict the reactants needed to synthesize it. The reactants are: [F:1][C:2]1[CH:7]=[CH:6][C:5]([C:8]2[CH2:13][CH2:12][CH2:11][CH2:10][C:9]=2[C:14]2[CH:19]=[CH:18][N:17]=[C:16]([NH2:20])[CH:15]=2)=[CH:4][CH:3]=1.[H][H]. (5) Given the product [CH2:20]([C:15]1[N:16]=[C:17]([NH2:19])[C:18]2[NH:10][C:11]([CH3:35])=[C:12]([CH2:24][CH2:25][CH2:26][CH2:27][CH2:28][N:29]3[CH2:33][CH2:32][C@H:31]([F:34])[CH2:30]3)[C:13]=2[N:14]=1)[CH2:21][CH2:22][CH3:23], predict the reactants needed to synthesize it. The reactants are: C(OC[N:10]1[C:18]2[C:17]([NH2:19])=[N:16][C:15]([CH2:20][CH2:21][CH2:22][CH3:23])=[N:14][C:13]=2[C:12]([C:24]#[C:25][CH2:26][CH2:27][CH2:28][N:29]2[CH2:33][CH2:32][C@H:31]([F:34])[CH2:30]2)=[C:11]1[CH3:35])C1C=CC=CC=1.C(O)(=O)C.[H][H]. (6) Given the product [O:26]1[C:22]([C:19]2[CH:20]=[CH:21][C:16]([NH:15][N:14]=[CH:13][C:10]3[CH:11]=[CH:12][C:7]([CH2:6][NH:5][CH3:3])=[C:8]([Sn:27]([CH3:28])([CH3:30])[CH3:29])[CH:9]=3)=[CH:17][CH:18]=2)=[CH:23][N:24]=[CH:25]1, predict the reactants needed to synthesize it. The reactants are: FC(F)(F)[C:3]([N:5](C)[CH2:6][C:7]1[CH:12]=[CH:11][C:10]([CH:13]=[N:14][NH:15][C:16]2[CH:21]=[CH:20][C:19]([C:22]3[O:26][CH:25]=[N:24][CH:23]=3)=[CH:18][CH:17]=2)=[CH:9][C:8]=1[Sn:27]([CH3:30])([CH3:29])[CH3:28])=O.[OH-].[Na+]. (7) Given the product [Cl:1][C:2]1[CH:26]=[CH:25][C:24]([N:27]2[CH:32]=[CH:31][CH:29]=[CH:28]2)=[CH:23][C:3]=1[C:4]([NH:6][C:7](=[O:22])[NH:8][C:9]1[S:10][C:11]2[CH:17]=[C:16]([S:18]([C@@H:21]3[CH2:39][CH2:40][NH:43][CH2:44]3)(=[O:19])=[O:20])[CH:15]=[CH:14][C:12]=2[N:13]=1)=[O:5], predict the reactants needed to synthesize it. The reactants are: [Cl:1][C:2]1[CH:26]=[CH:25][C:24]([N:27]2[CH2:32][CH2:31]O[CH2:29][CH2:28]2)=[CH:23][C:3]=1[C:4]([NH:6][C:7](=[O:22])[NH:8][C:9]1[S:10][C:11]2[CH:17]=[C:16]([S:18]([CH3:21])(=[O:20])=[O:19])[CH:15]=[CH:14][C:12]=2[N:13]=1)=[O:5].ClC1C=C[C:40]([N:43]2C=CC=[CH:44]2)=[CH:39]C=1C(N)=O. (8) The reactants are: C[O:2][C:3]1[CH:4]=[C:5]2[C:9](=[CH:10][CH:11]=1)[C:8](=[O:12])[CH2:7][C:6]2([CH3:14])[CH3:13].C1(S)C=CC=CC=1.C(=O)([O-])[O-].[K+].[K+]. Given the product [OH:2][C:3]1[CH:4]=[C:5]2[C:9](=[CH:10][CH:11]=1)[C:8](=[O:12])[CH2:7][C:6]2([CH3:14])[CH3:13], predict the reactants needed to synthesize it. (9) Given the product [Br:27][C:25]1[CH:24]=[CH:23][C:22]([O:28][CH2:29][C:30]2[CH:31]=[CH:32][CH:33]=[CH:34][CH:35]=2)=[C:21]([C:16]2[N:15]([C:7]3[CH:6]=[C:5]([C:10]([NH:11][C:12](=[O:14])[CH3:13])=[CH:9][CH:8]=3)[C:4]([OH:36])=[O:3])[C:19]([CH3:20])=[CH:18][CH:17]=2)[CH:26]=1, predict the reactants needed to synthesize it. The reactants are: C([O:3][C:4](=[O:36])[C:5]1[C:10]([NH:11][C:12](=[O:14])[CH3:13])=[CH:9][CH:8]=[C:7]([N:15]2[C:19]([CH3:20])=[CH:18][CH:17]=[C:16]2[C:21]2[CH:26]=[C:25]([Br:27])[CH:24]=[CH:23][C:22]=2[O:28][CH2:29][C:30]2[CH:35]=[CH:34][CH:33]=[CH:32][CH:31]=2)[CH:6]=1)C.[OH-].[Na+]. (10) The reactants are: CO[C:3](=[O:13])[C:4]1[C:9]([I:10])=[CH:8][CH:7]=[CH:6][C:5]=1[CH2:11]Br.[CH3:14][C:15]1[CH:16]=[C:17]([CH:20]=[CH:21][CH:22]=1)[CH2:18][NH2:19].C([O-])([O-])=O.[K+].[K+].C(OCC)(=O)C. Given the product [I:10][C:9]1[CH:8]=[CH:7][CH:6]=[C:5]2[C:4]=1[C:3](=[O:13])[N:19]([CH2:18][C:17]1[CH:20]=[CH:21][CH:22]=[C:15]([CH3:14])[CH:16]=1)[CH2:11]2, predict the reactants needed to synthesize it.